Dataset: Reaction yield outcomes from USPTO patents with 853,638 reactions. Task: Predict the reaction yield, written as a fraction of the theoretical maximum amount of product (1.0 means a 100% yield; for example, 0.34 means a 34% yield). The reactants are O[C@@H]([C@H](O)C(O)=O)C(O)=O.[F:11][C:12]([F:36])([F:35])[O:13][C:14]1[CH:19]=[CH:18][C:17]([N:20]2[CH:24]=[N:23][C:22]([C:25]3[CH:30]=[CH:29][C:28]([CH2:31][C@H:32]([NH2:34])[CH3:33])=[CH:27][CH:26]=3)=[N:21]2)=[CH:16][CH:15]=1. The catalyst is CO. The product is [F:36][C:12]([F:11])([F:35])[O:13][C:14]1[CH:15]=[CH:16][C:17]([N:20]2[CH:24]=[N:23][C:22]([C:25]3[CH:30]=[CH:29][C:28]([CH2:31][C@H:32]([NH2:34])[CH3:33])=[CH:27][CH:26]=3)=[N:21]2)=[CH:18][CH:19]=1. The yield is 0.870.